From a dataset of Reaction yield outcomes from USPTO patents with 853,638 reactions. Predict the reaction yield, written as a fraction of the theoretical maximum amount of product (1.0 means a 100% yield; for example, 0.34 means a 34% yield). The reactants are [OH:1][NH:2][C:3](=[NH:22])[C:4]1[CH:21]=[CH:20][C:7]2[CH2:8][CH2:9][N:10]([C:13]([O:15][C:16]([CH3:19])([CH3:18])[CH3:17])=[O:14])[CH2:11][CH2:12][C:6]=2[CH:5]=1.[C:23]([C:25]1[CH:26]=[C:27]([CH:31]=[CH:32][C:33]=1[O:34][CH:35]([CH3:37])[CH3:36])[C:28](Cl)=O)#[N:24]. The yield is 0.780. The catalyst is C1(C)C=CC=CC=1.N1C=CC=CC=1. The product is [C:23]([C:25]1[CH:26]=[C:27]([C:28]2[O:1][N:2]=[C:3]([C:4]3[CH:21]=[CH:20][C:7]4[CH2:8][CH2:9][N:10]([C:13]([O:15][C:16]([CH3:18])([CH3:19])[CH3:17])=[O:14])[CH2:11][CH2:12][C:6]=4[CH:5]=3)[N:22]=2)[CH:31]=[CH:32][C:33]=1[O:34][CH:35]([CH3:36])[CH3:37])#[N:24].